The task is: Predict the product of the given reaction.. This data is from Forward reaction prediction with 1.9M reactions from USPTO patents (1976-2016). (1) Given the reactants [Cl:1][C:2]1[CH:3]=[C:4]([NH:9][C:10]2[C:11]3[CH2:18][C:17](=[O:19])[NH:16][C:12]=3[N:13]=[CH:14][N:15]=2)[CH:5]=[CH:6][C:7]=1[F:8].[CH3:20][N:21]1[CH2:26][CH2:25][N:24]([C:27]([C:29]2[NH:33][C:32]([CH:34]=O)=[CH:31][CH:30]=2)=[O:28])[CH2:23][CH2:22]1, predict the reaction product. The product is: [Cl:1][C:2]1[CH:3]=[C:4]([NH:9][C:10]2[C:11]3[C:18](=[CH:34][C:32]4[NH:33][C:29]([C:27]([N:24]5[CH2:23][CH2:22][N:21]([CH3:20])[CH2:26][CH2:25]5)=[O:28])=[CH:30][CH:31]=4)[C:17](=[O:19])[NH:16][C:12]=3[N:13]=[CH:14][N:15]=2)[CH:5]=[CH:6][C:7]=1[F:8]. (2) Given the reactants [CH3:1][C:2]1[CH:11]=[CH:10][C:9]2[C:4](=[C:5]([OH:12])[CH:6]=[CH:7][CH:8]=2)[N:3]=1.[O:13]1[CH2:17][CH2:16][CH2:15][CH2:14]1.C1(P(C2C=CC=CC=2)C2C=CC=CC=2)C=CC=CC=1.N(C(OCC)=O)=NC(OCC)=O.COC[C@@H](O)C, predict the reaction product. The product is: [CH3:17][O:13][CH2:14][C@H:15]([O:12][C:5]1[CH:6]=[CH:7][CH:8]=[C:9]2[C:4]=1[N:3]=[C:2]([CH3:1])[CH:11]=[CH:10]2)[CH3:16]. (3) The product is: [CH3:30][C:31]1[N:36]=[C:35]([CH3:37])[C:34]([NH:38][C:3]([C:5]2[CH:6]=[CH:7][C:8]3[C@:14]4([CH2:22][C:23]5[CH:28]=[CH:27][CH:26]=[CH:25][CH:24]=5)[CH2:15][CH2:16][C@@:17]([CH2:20][CH3:21])([OH:19])[CH2:18][C@@H:13]4[CH2:12][CH2:11][CH2:10][C:9]=3[CH:29]=2)=[O:2])=[CH:33][N:32]=1. Given the reactants C[O:2][C:3]([C:5]1[CH:6]=[CH:7][C:8]2[C@:14]3([CH2:22][C:23]4[CH:28]=[CH:27][CH:26]=[CH:25][CH:24]=4)[CH2:15][CH2:16][C@@:17]([CH2:20][CH3:21])([OH:19])[CH2:18][C@@H:13]3[CH2:12][CH2:11][CH2:10][C:9]=2[CH:29]=1)=O.[CH3:30][C:31]1[N:36]=[C:35]([CH3:37])[C:34]([NH2:38])=[CH:33][N:32]=1.[Li+].C[Si]([N-][Si](C)(C)C)(C)C, predict the reaction product. (4) Given the reactants [C:1]([O-:10])(=[O:9])[CH2:2][CH2:3][CH2:4][CH2:5][CH2:6][CH2:7][CH3:8].[Cu+2:11].[C:12]([O-:21])(=[O:20])[CH2:13][CH2:14][CH2:15][CH2:16][CH2:17][CH2:18][CH3:19], predict the reaction product. The product is: [Cu:11].[C:1]([O-:10])(=[O:9])[CH2:2][CH2:3][CH2:4][CH2:5][CH2:6][CH2:7][CH3:8].[Cu+2:11].[C:12]([O-:21])(=[O:20])[CH2:13][CH2:14][CH2:15][CH2:16][CH2:17][CH2:18][CH3:19].